Dataset: Peptide-MHC class I binding affinity with 185,985 pairs from IEDB/IMGT. Task: Regression. Given a peptide amino acid sequence and an MHC pseudo amino acid sequence, predict their binding affinity value. This is MHC class I binding data. (1) The peptide sequence is AQALNTLVK. The MHC is HLA-A31:01 with pseudo-sequence HLA-A31:01. The binding affinity (normalized) is 0.242. (2) The peptide sequence is NTQGYFPDWQ. The MHC is HLA-A02:06 with pseudo-sequence HLA-A02:06. The binding affinity (normalized) is 0.